The task is: Predict the reactants needed to synthesize the given product.. This data is from Full USPTO retrosynthesis dataset with 1.9M reactions from patents (1976-2016). (1) Given the product [F:3][C:4]1[C:9]([F:10])=[CH:8][CH:7]=[CH:6][C:5]=1[CH2:11][S:12][C:13]1[N:18]=[C:17]([N:19]([CH2:35][C:34]2[CH:37]=[CH:38][C:31]([O:30][CH3:29])=[CH:32][CH:33]=2)[S:20]([N:23]2[CH2:24][CH2:25][CH2:26]2)(=[O:22])=[O:21])[CH:16]=[C:15]([O:27][CH3:28])[N:14]=1, predict the reactants needed to synthesize it. The reactants are: [H-].[Na+].[F:3][C:4]1[C:9]([F:10])=[CH:8][CH:7]=[CH:6][C:5]=1[CH2:11][S:12][C:13]1[N:18]=[C:17]([NH:19][S:20]([N:23]2[CH2:26][CH2:25][CH2:24]2)(=[O:22])=[O:21])[CH:16]=[C:15]([O:27][CH3:28])[N:14]=1.[CH3:29][O:30][C:31]1[CH:38]=[CH:37][C:34]([CH2:35]Cl)=[CH:33][CH:32]=1.[I-].[K+]. (2) The reactants are: [CH2:1]([O:3][C:4]([N:6]1[CH2:11][CH2:10][N:9]([C:12]([CH:14]([NH:24][C:25]([C:27]2[CH:36]=[C:35]([O:37][C:38]3([C:42]([O:44][CH2:45][CH3:46])=[O:43])[CH2:41][CH2:40][CH2:39]3)[C:34]3[C:29](=[CH:30][C:31]([CH3:47])=[CH:32][CH:33]=3)[N:28]=2)=[O:26])[CH2:15][CH2:16][C:17]([O:19]C(C)(C)C)=[O:18])=[O:13])[CH2:8][CH2:7]1)=[O:5])[CH3:2].[F:48][C:49]([F:54])([F:53])[C:50]([OH:52])=[O:51].C(Cl)Cl. Given the product [CH2:1]([O:3][C:4]([N:6]1[CH2:11][CH2:10][N:9]([C:12]([CH:14]([NH:24][C:25]([C:27]2[CH:36]=[C:35]([O:37][C:38]3([C:42]([O:44][CH2:45][CH3:46])=[O:43])[CH2:39][CH2:40][CH2:41]3)[C:34]3[C:29](=[CH:30][C:31]([CH3:47])=[CH:32][CH:33]=3)[N:28]=2)=[O:26])[CH2:15][CH2:16][C:17]([OH:19])=[O:18])=[O:13])[CH2:8][CH2:7]1)=[O:5])[CH3:2].[F:48][C:49]([F:54])([F:53])[C:50]([OH:52])=[O:51], predict the reactants needed to synthesize it. (3) Given the product [F:1][C:2]1[CH:18]=[CH:17][C:5]([CH2:6][O:7][C:8]2[C:9]([CH3:16])=[CH:10][C:11](/[CH:14]=[N:25]/[S@@:23]([C:20]([CH3:22])([CH3:21])[CH3:19])=[O:24])=[N:12][CH:13]=2)=[CH:4][CH:3]=1, predict the reactants needed to synthesize it. The reactants are: [F:1][C:2]1[CH:18]=[CH:17][C:5]([CH2:6][O:7][C:8]2[C:9]([CH3:16])=[CH:10][C:11]([CH:14]=O)=[N:12][CH:13]=2)=[CH:4][CH:3]=1.[CH3:19][C:20]([S@:23]([NH2:25])=[O:24])([CH3:22])[CH3:21]. (4) Given the product [Cl:19][C:20]1[CH:25]=[CH:24][C:23]([S:26]([NH:1][C:2]2[C:3]([O:8][C:9]3[CH:18]=[CH:17][CH:16]=[CH:15][C:10]=3[C:11]([OH:13])=[O:12])=[N:4][CH:5]=[CH:6][CH:7]=2)(=[O:28])=[O:27])=[CH:22][CH:21]=1, predict the reactants needed to synthesize it. The reactants are: [NH2:1][C:2]1[C:3]([O:8][C:9]2[CH:18]=[CH:17][CH:16]=[CH:15][C:10]=2[C:11]([O:13]C)=[O:12])=[N:4][CH:5]=[CH:6][CH:7]=1.[Cl:19][C:20]1[CH:25]=[CH:24][C:23]([S:26](Cl)(=[O:28])=[O:27])=[CH:22][CH:21]=1. (5) Given the product [C:2]1([NH:1][CH2:18][C:19]([O:21][CH2:22][CH3:23])=[O:20])[CH:7]=[CH:6][CH:5]=[CH:4][CH:3]=1, predict the reactants needed to synthesize it. The reactants are: [NH2:1][C:2]1[CH:7]=[CH:6][CH:5]=[CH:4][CH:3]=1.CCN(C(C)C)C(C)C.Br[CH2:18][C:19]([O:21][CH2:22][CH3:23])=[O:20]. (6) Given the product [CH3:1][O:2][C:3](=[O:20])[C:4]1[CH:9]=[CH:8][CH:7]=[N:6][C:5]=1[S:10](=[O:19])(=[O:18])[N:11]([C:12]1[CH:17]=[CH:16][CH:15]=[CH:14][CH:13]=1)[CH2:35][O:34][CH2:33][CH2:32][Si:31]([CH3:38])([CH3:37])[CH3:30], predict the reactants needed to synthesize it. The reactants are: [CH3:1][O:2][C:3](=[O:20])[C:4]1[CH:9]=[CH:8][CH:7]=[N:6][C:5]=1[S:10](=[O:19])(=[O:18])[NH:11][C:12]1[CH:17]=[CH:16][CH:15]=[CH:14][CH:13]=1.C(N(CC)C(C)C)(C)C.[CH3:30][Si:31]([CH3:38])([CH3:37])[CH2:32][CH2:33][O:34][CH2:35]Cl. (7) Given the product [CH3:59][N:60]([CH3:64])[CH2:61][CH2:62][NH:63][C:56]([C:52]1[CH:51]=[C:50]([C:45]2[CH:46]=[CH:47][CH:48]=[CH:49][C:44]=2[CH2:43][S:42][CH2:41][CH2:40][O:33][C:34]2[CH:35]=[CH:36][CH:37]=[CH:38][CH:39]=2)[CH:55]=[CH:54][CH:53]=1)=[O:57], predict the reactants needed to synthesize it. The reactants are: CN(C)CCCNC(C1C=C(C2C=CC(CSCCOC3C=CC=CC=3)=CC=2)C=CC=1)=O.[O:33]([CH2:40][CH2:41][S:42][CH2:43][C:44]1[CH:49]=[CH:48][CH:47]=[CH:46][C:45]=1[C:50]1[CH:55]=[CH:54][CH:53]=[C:52]([C:56](O)=[O:57])[CH:51]=1)[C:34]1[CH:39]=[CH:38][CH:37]=[CH:36][CH:35]=1.[CH3:59][N:60]([CH3:64])[CH2:61][CH2:62][NH2:63]. (8) Given the product [CH2:1]([O:8][NH:9][CH2:10][C:11]1([C:16]([OH:18])=[O:17])[CH2:15][CH2:14][CH2:13][CH2:12]1)[C:2]1[CH:7]=[CH:6][CH:5]=[CH:4][CH:3]=1, predict the reactants needed to synthesize it. The reactants are: [CH2:1]([O:8][N:9]=[CH:10][C:11]1([C:16]([OH:18])=[O:17])[CH2:15][CH2:14][CH2:13][CH2:12]1)[C:2]1[CH:7]=[CH:6][CH:5]=[CH:4][CH:3]=1.CN(C1C=CC(N=NC2C=CC(S(O)(=O)=O)=CC=2)=CC=1)C.Cl.C([BH3-])#N.[Na+]. (9) The reactants are: Cl[C:2]1[CH:7]=[CH:6][C:5]([C:8]#[N:9])=[CH:4][N:3]=1.[SH:10][CH2:11][CH2:12][NH:13][C:14](=[O:20])[O:15][C:16]([CH3:19])([CH3:18])[CH3:17].N12CCCN=C1CCCCC2. Given the product [C:8]([C:5]1[CH:6]=[CH:7][C:2]([S:10][CH2:11][CH2:12][NH:13][C:14](=[O:20])[O:15][C:16]([CH3:18])([CH3:17])[CH3:19])=[N:3][CH:4]=1)#[N:9], predict the reactants needed to synthesize it. (10) The reactants are: [CH3:1][N:2]1[C:7](=[O:8])[C:6]([NH:9][C:10]2[CH:15]=[CH:14][C:13]([N:16]3[CH2:21][CH2:20][N:19]([CH:22]4[CH2:25][O:24][CH2:23]4)[CH2:18][C@@H:17]3[CH3:26])=[CH:12][N:11]=2)=[CH:5][C:4]([C:27]2[CH:32]=[CH:31][N:30]=[C:29]([N:33]3[C:45](=[O:46])[C:44]4[N:36]([C:37]5[C@H:38]6[CH2:47][C@@H:41]([C:42]=5[CH:43]=4)[CH2:40][CH2:39]6)[CH2:35][CH2:34]3)[C:28]=2[CH:48]=[O:49])=[CH:3]1.[BH4-].[Na+]. Given the product [OH:49][CH2:48][C:28]1[C:29]([N:33]2[C:45](=[O:46])[C:44]3[N:36]([C:37]4[C@H:38]5[CH2:47][C@@H:41]([C:42]=4[CH:43]=3)[CH2:40][CH2:39]5)[CH2:35][CH2:34]2)=[N:30][CH:31]=[CH:32][C:27]=1[C:4]1[CH:5]=[C:6]([NH:9][C:10]2[CH:15]=[CH:14][C:13]([N:16]3[CH2:21][CH2:20][N:19]([CH:22]4[CH2:23][O:24][CH2:25]4)[CH2:18][C@@H:17]3[CH3:26])=[CH:12][N:11]=2)[C:7](=[O:8])[N:2]([CH3:1])[CH:3]=1, predict the reactants needed to synthesize it.